From a dataset of Full USPTO retrosynthesis dataset with 1.9M reactions from patents (1976-2016). Predict the reactants needed to synthesize the given product. Given the product [Cl:13][C:11]1[CH:12]=[C:7]([C:6]2[O:29][C:1]([CH3:2])=[N:4][N:5]=2)[C:8]([O:27][CH3:28])=[CH:9][C:10]=1[NH:14][C:15]1[N:20]=[C:19]([NH:21][CH3:22])[C:18]([C:23]([F:26])([F:25])[F:24])=[CH:17][N:16]=1, predict the reactants needed to synthesize it. The reactants are: [C:1]([NH:4][NH:5][C:6](=[O:29])[C:7]1[CH:12]=[C:11]([Cl:13])[C:10]([NH:14][C:15]2[N:20]=[C:19]([NH:21][CH3:22])[C:18]([C:23]([F:26])([F:25])[F:24])=[CH:17][N:16]=2)=[CH:9][C:8]=1[O:27][CH3:28])(=O)[CH3:2].COC(=NS([N+](CC)(CC)CC)(=O)=O)[O-].